Dataset: Catalyst prediction with 721,799 reactions and 888 catalyst types from USPTO. Task: Predict which catalyst facilitates the given reaction. (1) Reactant: [C:1]([C:4]1[CH:5]=[C:6]([C:10]2[CH:19]=[CH:18][C:13]([C:14]([O:16][CH3:17])=[O:15])=[CH:12][CH:11]=2)[CH:7]=[CH:8][CH:9]=1)([OH:3])=O.[NH2:20][C:21]1[CH:26]=[CH:25][CH:24]=[CH:23][CH:22]=1.C1N(P(Cl)(N2C(=O)OCC2)=O)C(=O)OC1. Product: [C:21]1([NH:20][C:1]([C:4]2[CH:5]=[C:6]([C:10]3[CH:19]=[CH:18][C:13]([C:14]([O:16][CH3:17])=[O:15])=[CH:12][CH:11]=3)[CH:7]=[CH:8][CH:9]=2)=[O:3])[CH:26]=[CH:25][CH:24]=[CH:23][CH:22]=1. The catalyst class is: 39. (2) Reactant: C(OC(N=NC(OC(C)C)=O)=O)(C)C.C1(P(C2C=CC=CC=2)C2C=CC=CC=2)C=CC=CC=1.[F:34][C:35]1[CH:36]=[CH:37][C:38]([N+:42]([O-:44])=[O:43])=[C:39]([OH:41])[CH:40]=1.[C:45]([Si:49]([CH3:59])([CH3:58])[O:50][CH:51]1[CH2:56][CH2:55][CH2:54][CH:53](O)[CH2:52]1)([CH3:48])([CH3:47])[CH3:46]. Product: [C:45]([Si:49]([O:50][C@H:51]1[CH2:52][CH2:53][CH2:54][C@H:55]([O:41][C:39]2[CH:40]=[C:35]([F:34])[CH:36]=[CH:37][C:38]=2[N+:42]([O-:44])=[O:43])[CH2:56]1)([CH3:59])[CH3:58])([CH3:48])([CH3:46])[CH3:47]. The catalyst class is: 20. (3) Reactant: [F:1][C:2]1[CH:3]=[CH:4][CH:5]=[C:6]2[C:10]=1[N:9]([C:11]#[C:12][Si](C(C)C)(C(C)C)C(C)C)[N:8]=[C:7]2[CH:23]([CH3:25])[CH3:24].[F-].C([N+](CCCC)(CCCC)CCCC)CCC. Product: [C:11]([N:9]1[C:10]2[C:6](=[CH:5][CH:4]=[CH:3][C:2]=2[F:1])[C:7]([CH:23]([CH3:25])[CH3:24])=[N:8]1)#[CH:12]. The catalyst class is: 1. (4) Reactant: C(=O)([O-])[O-].[K+].[K+].[C:7]([N:14]1[CH2:19][CH2:18][NH:17][CH2:16][CH2:15]1)([O:9][C:10]([CH3:13])([CH3:12])[CH3:11])=[O:8].Br[CH2:21][C:22]([O:24][CH3:25])=[O:23]. Product: [CH3:25][O:24][C:22](=[O:23])[CH2:21][N:17]1[CH2:16][CH2:15][N:14]([C:7]([O:9][C:10]([CH3:13])([CH3:12])[CH3:11])=[O:8])[CH2:19][CH2:18]1. The catalyst class is: 10. (5) Reactant: [C:1]([O:5][C:6]([NH:8][CH:9]([CH:13]([CH3:15])[CH3:14])[C:10]([OH:12])=[O:11])=[O:7])([CH3:4])([CH3:3])[CH3:2].[C:16]([O-])(O)=O.[Na+].[CH2:21]([Cl:23])Cl. Product: [C:1]([O:5][C:6]([NH:8][CH:9]([CH:13]([CH3:15])[CH3:14])[C:10]([O:12][CH:21]([Cl:23])[CH3:16])=[O:11])=[O:7])([CH3:4])([CH3:3])[CH3:2]. The catalyst class is: 6.